From a dataset of Forward reaction prediction with 1.9M reactions from USPTO patents (1976-2016). Predict the product of the given reaction. (1) Given the reactants [Cl:1][C:2]1[CH:7]=[CH:6][CH:5]=[CH:4][C:3]=1[OH:8].CC1C=CC(S(O[CH2:20][CH2:21][CH2:22][NH:23][C:24]2[C:25](=[O:41])[N:26]([C:37]([CH3:40])([CH3:39])[CH3:38])[S:27](=[O:36])(=[O:35])[C:28]=2[C:29]2[CH:34]=[CH:33][CH:32]=[CH:31][CH:30]=2)(=O)=O)=CC=1, predict the reaction product. The product is: [C:37]([N:26]1[C:25](=[O:41])[C:24]([NH:23][CH2:22][CH2:21][CH2:20][O:8][C:3]2[CH:4]=[CH:5][CH:6]=[CH:7][C:2]=2[Cl:1])=[C:28]([C:29]2[CH:30]=[CH:31][CH:32]=[CH:33][CH:34]=2)[S:27]1(=[O:35])=[O:36])([CH3:38])([CH3:39])[CH3:40]. (2) Given the reactants [NH:1]1[CH2:5][CH2:4][C@H:3]([NH:6][C:7](=[O:13])[O:8][C:9]([CH3:12])([CH3:11])[CH3:10])[CH2:2]1.[C:14]([C:18]1[CH:19]=[CH:20][CH:21]=[C:22]2[C:27]=1[N:26]=[C:25]([C:28]1[N:32]3[CH:33]=[C:34]([C:37](=O)[CH3:38])[CH:35]=[CH:36][C:31]3=[N:30][N:29]=1)[CH:24]=[CH:23]2)([CH3:17])([CH3:16])[CH3:15].[BH4-].[Na+].[OH-].[NH4+], predict the reaction product. The product is: [C:14]([C:18]1[CH:19]=[CH:20][CH:21]=[C:22]2[C:27]=1[N:26]=[C:25]([C:28]1[N:32]3[CH:33]=[C:34]([CH:37]([N:1]4[CH2:5][CH2:4][C@H:3]([NH:6][C:7](=[O:13])[O:8][C:9]([CH3:10])([CH3:12])[CH3:11])[CH2:2]4)[CH3:38])[CH:35]=[CH:36][C:31]3=[N:30][N:29]=1)[CH:24]=[CH:23]2)([CH3:17])([CH3:16])[CH3:15].